This data is from Forward reaction prediction with 1.9M reactions from USPTO patents (1976-2016). The task is: Predict the product of the given reaction. (1) The product is: [N:1]1[O:7][C:6]([O-:8])=[C:5]2[CH2:9][CH2:10][CH2:11][N+:4]=12. Given the reactants [N+:1]([N:4]1[CH2:11][CH2:10][CH2:9][C@H:5]1[C:6]([OH:8])=[O:7])([O-])=O.FC(F)(F)C(OC(=O)C(F)(F)F)=O, predict the reaction product. (2) Given the reactants Br[C:2]1[CH:3]=[C:4]([N:13]([CH2:20][CH3:21])[CH:14]2[CH2:19][CH2:18][O:17][CH2:16][CH2:15]2)[C:5]([CH3:12])=[C:6]([CH:11]=1)[C:7]([O:9][CH3:10])=[O:8].[B:22]1([B:22]2[O:26][C:25]([CH3:28])([CH3:27])[C:24]([CH3:30])([CH3:29])[O:23]2)[O:26][C:25]([CH3:28])([CH3:27])[C:24]([CH3:30])([CH3:29])[O:23]1.C([O-])(=O)C.[K+].C(OCC)(=O)C, predict the reaction product. The product is: [CH2:20]([N:13]([CH:14]1[CH2:19][CH2:18][O:17][CH2:16][CH2:15]1)[C:4]1[C:5]([CH3:12])=[C:6]([CH:11]=[C:2]([B:22]2[O:26][C:25]([CH3:28])([CH3:27])[C:24]([CH3:30])([CH3:29])[O:23]2)[CH:3]=1)[C:7]([O:9][CH3:10])=[O:8])[CH3:21]. (3) The product is: [OH:1][CH2:2][CH2:3][C:4]1[CH:5]=[CH:6][C:7]([N:10]2[CH:14]=[CH:13][C:12]([C@H:15]([C:17]3[CH:26]=[CH:25][C:20]4[NH:21][C:22](=[O:24])[S:23][C:19]=4[CH:18]=3)[CH3:16])=[N:11]2)=[N:8][CH:9]=1. Given the reactants [OH:1][CH2:2][CH2:3][C:4]1[CH:5]=[CH:6][C:7]([N:10]2[CH:14]=[CH:13][C:12]([CH:15]([C:17]3[CH:26]=[CH:25][C:20]4[NH:21][C:22](=[O:24])[S:23][C:19]=4[CH:18]=3)[CH3:16])=[N:11]2)=[N:8][CH:9]=1.FC1C=CC(C2CCC(COC3CCCCO3)O2)=CN=1, predict the reaction product. (4) Given the reactants C(N(CC)CC)C.Cl[C:9]([O:11][CH2:12][C:13]1[CH:18]=[CH:17][CH:16]=[CH:15][C:14]=1[Cl:19])=[O:10].[NH2:20][CH2:21][C:22]1[NH:23][C:24](=[O:32])[C:25]2[CH:31]=[CH:30][CH:29]=[N:28][C:26]=2[N:27]=1, predict the reaction product. The product is: [Cl:19][C:14]1[CH:15]=[CH:16][CH:17]=[CH:18][C:13]=1[CH2:12][O:11][C:9](=[O:10])[NH:20][CH2:21][C:22]1[NH:23][C:24](=[O:32])[C:25]2[CH:31]=[CH:30][CH:29]=[N:28][C:26]=2[N:27]=1. (5) Given the reactants [Br:1][C:2]1[C:3](F)=[C:4]2[C:10]([NH:11][C:12]([C:14]3[CH:19]=[CH:18][C:17](=[O:20])[N:16]([CH3:21])[CH:15]=3)=[O:13])=[CH:9][NH:8][C:5]2=[N:6][CH:7]=1.[CH3:23][N:24]([C@@H:32]1[CH2:37][CH2:36][CH2:35][NH:34][CH2:33]1)[C:25](=[O:31])[O:26][C:27]([CH3:30])([CH3:29])[CH3:28].CCN(C(C)C)C(C)C.[CH3:47][C:48]([O:51][C:52](O[C:52]([O:51][C:48]([CH3:50])([CH3:49])[CH3:47])=[O:53])=[O:53])([CH3:50])[CH3:49], predict the reaction product. The product is: [Br:1][C:2]1[C:3]([N:34]2[CH2:35][CH2:36][CH2:37][C@@H:32]([N:24]([C:25]([O:26][C:27]([CH3:30])([CH3:28])[CH3:29])=[O:31])[CH3:23])[CH2:33]2)=[C:4]2[C:10]([NH:11][C:12]([C:14]3[CH:19]=[CH:18][C:17](=[O:20])[N:16]([CH3:21])[CH:15]=3)=[O:13])=[CH:9][N:8]([C:52]([O:51][C:48]([CH3:50])([CH3:49])[CH3:47])=[O:53])[C:5]2=[N:6][CH:7]=1. (6) Given the reactants C([N:8]1[C:16]2[C:11](=[CH:12][C:13]([CH3:17])=[CH:14][CH:15]=2)[C@:10]2([CH2:19][C@H:18]2[C:20]2[CH:28]=[C:27]3[C:23]([CH:24]=[N:25][N:26]3CC3C=CC=CC=3)=[CH:22][CH:21]=2)[C:9]1=[O:36])C1C=CC=CC=1.C1COCC1.CC([O-])(C)C.[K+], predict the reaction product. The product is: [NH:26]1[C:27]2[C:23](=[CH:22][CH:21]=[C:20]([C@H:18]3[C@@:10]4([C:11]5[C:16](=[CH:15][CH:14]=[C:13]([CH3:17])[CH:12]=5)[NH:8][C:9]4=[O:36])[CH2:19]3)[CH:28]=2)[CH:24]=[N:25]1.